This data is from Full USPTO retrosynthesis dataset with 1.9M reactions from patents (1976-2016). The task is: Predict the reactants needed to synthesize the given product. (1) Given the product [NH2:15][C:14]1[C:9]([C:7]([NH:2][CH3:1])=[O:8])=[N:10][C:11]([Br:16])=[CH:12][CH:13]=1, predict the reactants needed to synthesize it. The reactants are: [CH3:1][NH2:2].O.C(O[C:7]([C:9]1[C:14]([NH2:15])=[CH:13][CH:12]=[C:11]([Br:16])[N:10]=1)=[O:8])C. (2) The reactants are: [N:1]([CH:4]1[CH2:12][C:11]2[C:6](=[CH:7][CH:8]=[CH:9][C:10]=2[F:13])[CH:5]1[OH:14])=[N+]=[N-].[CH3:15][C:16]([O:19][C:20](O[C:20]([O:19][C:16]([CH3:18])([CH3:17])[CH3:15])=[O:21])=[O:21])([CH3:18])[CH3:17]. Given the product [F:13][C:10]1[CH:9]=[CH:8][CH:7]=[C:6]2[C:11]=1[CH2:12][CH:4]([NH:1][C:20](=[O:21])[O:19][C:16]([CH3:18])([CH3:17])[CH3:15])[CH:5]2[OH:14], predict the reactants needed to synthesize it. (3) Given the product [F:16][C:17]1[CH:18]=[C:19]([C:12]2[C:11](=[O:14])[C:10]3[C:5](=[CH:6][CH:7]=[C:8]([F:15])[CH:9]=3)[NH:4][C:3]=2[CH2:1][CH3:2])[CH:20]=[C:21]([F:23])[CH:22]=1, predict the reactants needed to synthesize it. The reactants are: [CH2:1]([C:3]1[NH:4][C:5]2[C:10]([C:11](=[O:14])[C:12]=1I)=[CH:9][C:8]([F:15])=[CH:7][CH:6]=2)[CH3:2].[F:16][C:17]1[CH:18]=[C:19](B(O)O)[CH:20]=[C:21]([F:23])[CH:22]=1.C([O-])([O-])=O.[Na+].[Na+]. (4) Given the product [Cl:13][C:14]1[C:22]2[N:21]=[C:20]([CH3:23])[N:19]([C:24]3[CH:29]=[CH:28][CH:27]=[C:26]([O:30][C:2]4[CH:7]=[C:6]([S:8]([CH3:11])(=[O:10])=[O:9])[CH:5]=[C:4]([F:12])[CH:3]=4)[CH:25]=3)[C:18]=2[CH:17]=[CH:16][CH:15]=1, predict the reactants needed to synthesize it. The reactants are: F[C:2]1[CH:7]=[C:6]([S:8]([CH3:11])(=[O:10])=[O:9])[CH:5]=[C:4]([F:12])[CH:3]=1.[Cl:13][C:14]1[C:22]2[N:21]=[C:20]([CH3:23])[N:19]([C:24]3[CH:25]=[C:26]([OH:30])[CH:27]=[CH:28][CH:29]=3)[C:18]=2[CH:17]=[CH:16][CH:15]=1. (5) Given the product [OH:5][C:6]1([C:18]([OH:20])=[O:19])[C:15]2[C:10](=[CH:11][CH:12]=[C:13]([O:16][CH3:17])[CH:14]=2)[CH2:9][CH2:8][CH2:7]1, predict the reactants needed to synthesize it. The reactants are: O[Li].O.O.[OH:5][C:6]1([C:18]([O:20]C)=[O:19])[C:15]2[C:10](=[CH:11][CH:12]=[C:13]([O:16][CH3:17])[CH:14]=2)[CH2:9][CH2:8][CH2:7]1. (6) Given the product [CH3:1][O:2][C:3]1[CH:4]=[C:5]2[C:14](=[CH:15][CH:16]=1)[CH:13]([CH3:17])[CH:12]([C:18]1[CH:19]=[CH:20][C:21]([O:24][CH3:25])=[CH:22][CH:23]=1)[CH:11]1[CH:6]2[CH2:7][CH2:8][CH2:9][CH2:10]1, predict the reactants needed to synthesize it. The reactants are: [CH3:1][O:2][C:3]1[CH:4]=[C:5]2[C:14](=[CH:15][CH:16]=1)[C:13]([CH3:17])=[C:12]([C:18]1[CH:23]=[CH:22][C:21]([O:24][CH3:25])=[CH:20][CH:19]=1)[CH:11]1[CH:6]2[CH2:7][CH2:8][CH2:9][CH2:10]1.[H][H]. (7) Given the product [F:17][C:2]([F:1])([F:18])[C:3]1[CH:4]=[CH:5][C:6]([C:9]2[N:10]=[C:11]([C:14](=[O:16])[N:51]3[CH2:52][CH2:53][C:54]4[C:59](=[CH:58][CH:57]=[C:56]([O:60][C:61]([CH3:67])([CH3:66])[C:62]([O:64][CH3:65])=[O:63])[CH:55]=4)[CH2:50]3)[S:12][CH:13]=2)=[CH:7][CH:8]=1, predict the reactants needed to synthesize it. The reactants are: [F:1][C:2]([F:18])([F:17])[C:3]1[CH:8]=[CH:7][C:6]([C:9]2[N:10]=[C:11]([C:14]([OH:16])=O)[S:12][CH:13]=2)=[CH:5][CH:4]=1.C(N(C(C)C)CC)(C)C.CN(C)CCCN=C=NCC.O.ON1C2C=CC=CC=2N=N1.[CH2:50]1[C:59]2[C:54](=[CH:55][C:56]([O:60][C:61]([CH3:67])([CH3:66])[C:62]([O:64][CH3:65])=[O:63])=[CH:57][CH:58]=2)[CH2:53][CH2:52][NH:51]1.